Dataset: Full USPTO retrosynthesis dataset with 1.9M reactions from patents (1976-2016). Task: Predict the reactants needed to synthesize the given product. Given the product [S:1]1[CH:5]=[CH:4][CH:3]=[C:2]1[S:6]([NH:9][C:10]1[CH:11]=[C:12]([O:22][C:23]([F:24])([F:25])[F:26])[CH:13]=[C:14]2[C:18]=1[NH:17][C:16]([C:19]1[S:36][CH:51]([CH2:50][C:49]([O:54][CH2:55][CH3:56])=[O:53])[CH2:52][N:21]=1)=[CH:15]2)(=[O:8])=[O:7], predict the reactants needed to synthesize it. The reactants are: [S:1]1[CH:5]=[CH:4][CH:3]=[C:2]1[S:6]([NH:9][C:10]1[CH:11]=[C:12]([O:22][C:23]([F:26])([F:25])[F:24])[CH:13]=[C:14]2[C:18]=1[NH:17][C:16]([C:19]([NH2:21])=O)=[CH:15]2)(=[O:8])=[O:7].COC1C=CC(P2(SP(C3C=CC(OC)=CC=3)(=S)S2)=[S:36])=CC=1.[C:49]([O:54][CH2:55][CH3:56])(=[O:53])[C:50]#[C:51][CH3:52].C(P(CCCC)CCCC)CCC.